Dataset: Catalyst prediction with 721,799 reactions and 888 catalyst types from USPTO. Task: Predict which catalyst facilitates the given reaction. The catalyst class is: 20. Reactant: [CH2:1]([N:8]1[CH2:13][C@@H:12]([CH3:14])[CH2:11][C:10](=[O:15])[CH2:9]1)[C:2]1[CH:7]=[CH:6][CH:5]=[CH:4][CH:3]=1.CCC(C)[BH-](C(C)CC)C(C)CC.[K+]. Product: [CH2:1]([N:8]1[CH2:13][C@@H:12]([CH3:14])[CH2:11][C@H:10]([OH:15])[CH2:9]1)[C:2]1[CH:3]=[CH:4][CH:5]=[CH:6][CH:7]=1.